Regression/Classification. Given a drug SMILES string, predict its toxicity properties. Task type varies by dataset: regression for continuous values (e.g., LD50, hERG inhibition percentage) or binary classification for toxic/non-toxic outcomes (e.g., AMES mutagenicity, cardiotoxicity, hepatotoxicity). Dataset: herg_karim. From a dataset of hERG potassium channel inhibition data for cardiac toxicity prediction from Karim et al.. (1) The drug is COc1ccc(CCN2CCN(CCc3ccc([N+](=O)[O-])cc3)CC2)cc1. The result is 1 (blocker). (2) The molecule is O=C1N(CCN2Cc3ccccc3C2)CCN1c1cc(Cl)ccc1F. The result is 0 (non-blocker). (3) The drug is OC(c1ccc(CN2CCC3(CC2)OCc2cc(F)ncc23)cc1)c1ccc(F)c(F)c1. The result is 1 (blocker). (4) The result is 0 (non-blocker). The drug is COc1ccc(-c2oc3c(CC=C(C)C)c(O)cc(O)c3c(=O)c2O)cc1.